Dataset: Catalyst prediction with 721,799 reactions and 888 catalyst types from USPTO. Task: Predict which catalyst facilitates the given reaction. (1) Reactant: FC(F)(F)C(O)=O.[CH2:8]([O:10][C:11](=[O:38])[C@H:12]([CH2:31][CH2:32][C:33]([O:35][CH2:36][CH3:37])=[O:34])[NH:13][C:14](=[O:30])[C:15]1[CH:20]=[CH:19][C:18]([CH2:21][NH:22]C(OC(C)(C)C)=O)=[CH:17][CH:16]=1)[CH3:9]. Product: [NH2:22][CH2:21][C:18]1[CH:17]=[CH:16][C:15]([C:14]([NH:13][C@H:12]([C:11]([O:10][CH2:8][CH3:9])=[O:38])[CH2:31][CH2:32][C:33]([O:35][CH2:36][CH3:37])=[O:34])=[O:30])=[CH:20][CH:19]=1. The catalyst class is: 2. (2) Reactant: [O:1]=[C:2]1[CH2:7][C:6](=[O:8])[CH2:5][CH2:4][N:3]1C(OC(C)(C)C)=O.C[Si]([N-][Si](C)(C)C)(C)C.[Li+].[CH2:26](Br)[C:27]1[CH:32]=[CH:31][CH:30]=[CH:29][CH:28]=1.OS([O-])(=O)=O.[K+]. Product: [CH2:26]([CH:5]1[CH2:4][NH:3][C:2](=[O:1])[CH2:7][C:6]1=[O:8])[C:27]1[CH:32]=[CH:31][CH:30]=[CH:29][CH:28]=1. The catalyst class is: 1. (3) Reactant: Br[C:2]1[CH:3]=[CH:4][C:5]2[N:6]([CH2:15][CH2:16][O:17][CH2:18][CH2:19][O:20][CH3:21])[C:7]3[C:12]([C:13]=2[CH:14]=1)=[CH:11][CH:10]=[CH:9][CH:8]=3.[Li]CCCC.CN([CH:30]=[O:31])C. Product: [CH3:21][O:20][CH2:19][CH2:18][O:17][CH2:16][CH2:15][N:6]1[C:5]2[CH:4]=[CH:3][C:2]([CH:30]=[O:31])=[CH:14][C:13]=2[C:12]2[C:7]1=[CH:8][CH:9]=[CH:10][CH:11]=2. The catalyst class is: 1.